This data is from Catalyst prediction with 721,799 reactions and 888 catalyst types from USPTO. The task is: Predict which catalyst facilitates the given reaction. (1) Reactant: [OH:1][C:2]1[C:3]2[C:7]([CH:8]=[C:9]([C:11]([O:13][CH2:14][CH3:15])=[O:12])[CH:10]=1)=[N:6][N:5]([CH3:16])[CH:4]=2.C(N(CC)C(C)C)(C)C.[F:26][C:27]([F:46])([F:45])[S:28](N(C1C=CC=CC=1)[S:28]([C:27]([F:46])([F:45])[F:26])(=[O:30])=[O:29])(=[O:30])=[O:29]. Product: [CH3:16][N:5]1[CH:4]=[C:3]2[C:7]([CH:8]=[C:9]([C:11]([O:13][CH2:14][CH3:15])=[O:12])[CH:10]=[C:2]2[O:1][S:28]([C:27]([F:46])([F:45])[F:26])(=[O:30])=[O:29])=[N:6]1. The catalyst class is: 4. (2) Reactant: [Cl:1][C:2]1[CH:3]=[C:4]([CH:24]=[CH:25][C:26]=1[F:27])[CH2:5][N:6]1[CH2:15][CH2:14][C:13]2[C:8](=[C:9]([OH:22])[C:10](=[O:21])[N:11]([CH3:20])[C:12]=2[C:16]([O:18][CH3:19])=[O:17])[C:7]1=[O:23].[C:28](=O)([O-])[O-].[Cs+].[Cs+].IC. Product: [Cl:1][C:2]1[CH:3]=[C:4]([CH:24]=[CH:25][C:26]=1[F:27])[CH2:5][N:6]1[CH2:15][CH2:14][C:13]2[C:8](=[C:9]([O:22][CH3:28])[C:10](=[O:21])[N:11]([CH3:20])[C:12]=2[C:16]([O:18][CH3:19])=[O:17])[C:7]1=[O:23]. The catalyst class is: 3. (3) Reactant: [BH4-].[Na+].[CH3:3][CH:4]([O:6][C:7]([N:9]1[CH2:14][CH2:13][CH:12]([CH2:15][O:16][C:17]2[C:18]([C:33](OC)=[O:34])=[N:19][C:20]([C:23]3[CH:28]=[CH:27][C:26]([S:29]([CH3:32])(=[O:31])=[O:30])=[CH:25][CH:24]=3)=[CH:21][CH:22]=2)[CH2:11][CH2:10]1)=[O:8])[CH3:5].CO. Product: [OH:34][CH2:33][C:18]1[C:17]([O:16][CH2:15][CH:12]2[CH2:11][CH2:10][N:9]([C:7]([O:6][CH:4]([CH3:5])[CH3:3])=[O:8])[CH2:14][CH2:13]2)=[CH:22][CH:21]=[C:20]([C:23]2[CH:24]=[CH:25][C:26]([S:29]([CH3:32])(=[O:31])=[O:30])=[CH:27][CH:28]=2)[N:19]=1. The catalyst class is: 1.